From a dataset of Full USPTO retrosynthesis dataset with 1.9M reactions from patents (1976-2016). Predict the reactants needed to synthesize the given product. (1) Given the product [CH2:43]([O:50][C:30]([NH:38][C:9]12[CH2:13][C:5]([C:3]([O:2][CH3:1])=[O:4])([CH2:7][CH2:8]1)[CH2:12][CH2:11][CH2:10]2)=[O:29])[C:44]1[CH:49]=[CH:48][CH:47]=[CH:46][CH:45]=1, predict the reactants needed to synthesize it. The reactants are: [CH3:1][O:2][C:3]([C:5]12[CH2:13][C:9](C(O)=O)([CH2:10][CH2:11][CH2:12]1)[CH2:8][CH2:7]C2)=[O:4].C1C=CC(OP([O:29][C:30]2C=CC=CC=2)(N=[N+]=[N-])=O)=CC=1.C([N:38](CC)CC)C.[CH2:43]([OH:50])[C:44]1[CH:49]=[CH:48][CH:47]=[CH:46][CH:45]=1. (2) Given the product [C:35]([O:39][C:40](=[O:49])[C:41]1[CH:42]=[CH:43][C:44]([CH2:47][NH:48][C:7](=[O:9])[C:6]2[CH:10]=[C:2]([Br:1])[CH:3]=[CH:4][C:5]=2[I:11])=[CH:45][CH:46]=1)([CH3:38])([CH3:36])[CH3:37], predict the reactants needed to synthesize it. The reactants are: [Br:1][C:2]1[CH:3]=[CH:4][C:5]([I:11])=[C:6]([CH:10]=1)[C:7]([OH:9])=O.CCN=C=NCCCN(C)C.Cl.O.ON1C2C=CC=CC=2N=N1.[C:35]([O:39][C:40](=[O:49])[C:41]1[CH:46]=[CH:45][C:44]([CH2:47][NH2:48])=[CH:43][CH:42]=1)([CH3:38])([CH3:37])[CH3:36].C(=O)(O)[O-].[Na+]. (3) The reactants are: [N:1]1[CH:6]=[CH:5][C:4]([CH:7]=O)=[CH:3][N:2]=1.[CH3:9][O:10][C:11]([CH:13]=P(C1C=CC=CC=1)(C1C=CC=CC=1)C1C=CC=CC=1)=[O:12].O. Given the product [CH3:9][O:10][C:11](=[O:12])[CH:13]=[CH:7][C:4]1[CH:5]=[CH:6][N:1]=[N:2][CH:3]=1, predict the reactants needed to synthesize it. (4) The reactants are: [C:1]1([C@@H:7]([NH:9][C:10]2[CH2:15][N:14]([C:16]([O:18][C:19]([CH3:22])([CH3:21])[CH3:20])=[O:17])[CH2:13][CH2:12][C:11]=2[C:23]([O:25][CH2:26][CH3:27])=[O:24])[CH3:8])[CH:6]=[CH:5][CH:4]=[CH:3][CH:2]=1.[BH-](OC(C)=O)(OC(C)=O)OC(C)=O.[Na+].C(O)(=O)C.N. Given the product [C:1]1([C@@H:7]([NH:9][C@H:10]2[C@@H:11]([C:23]([O:25][CH2:26][CH3:27])=[O:24])[CH2:12][CH2:13][N:14]([C:16]([O:18][C:19]([CH3:21])([CH3:20])[CH3:22])=[O:17])[CH2:15]2)[CH3:8])[CH:6]=[CH:5][CH:4]=[CH:3][CH:2]=1, predict the reactants needed to synthesize it. (5) Given the product [F:1][C:2]1[CH:7]=[C:6]([CH3:8])[CH:5]=[CH:4][C:3]=1[NH:9][S:10]([C:13]1[CH:18]=[CH:17][C:16]([C:19]2[CH:20]=[C:21]3[N:27]=[C:26]([CH2:28][CH2:29][CH:30]4[CH2:36][CH2:35][CH2:34][CH2:33][C:32](=[S:47])[NH:31]4)[NH:25][C:22]3=[N:23][CH:24]=2)=[CH:15][CH:14]=1)(=[O:12])=[O:11], predict the reactants needed to synthesize it. The reactants are: [F:1][C:2]1[CH:7]=[C:6]([CH3:8])[CH:5]=[CH:4][C:3]=1[NH:9][S:10]([C:13]1[CH:18]=[CH:17][C:16]([C:19]2[CH:20]=[C:21]3[N:27]=[C:26]([CH2:28][CH2:29][CH:30]4[CH2:36][CH2:35][CH2:34][CH2:33][C:32](=O)[NH:31]4)[NH:25][C:22]3=[N:23][CH:24]=2)=[CH:15][CH:14]=1)(=[O:12])=[O:11].COC1C=CC(P2(SP(C3C=CC(OC)=CC=3)(=S)S2)=[S:47])=CC=1. (6) Given the product [Cl:1][C:2]1[N:3]=[C:4]([N:12]2[CH2:17][CH2:16][O:15][CH2:14][CH2:13]2)[C:5]2[CH:10]=[C:9]([C:25]3([OH:27])[CH2:26][O:23][CH2:24]3)[S:8][C:6]=2[N:7]=1, predict the reactants needed to synthesize it. The reactants are: [Cl:1][C:2]1[N:3]=[C:4]([N:12]2[CH2:17][CH2:16][O:15][CH2:14][CH2:13]2)[C:5]2[CH:10]=[C:9](Cl)[S:8][C:6]=2[N:7]=1.[Li]CCCC.[O:23]1[CH2:26][C:25](=[O:27])[CH2:24]1. (7) Given the product [O:22]1[C:18]2[CH:17]=[CH:16][N:15]=[C:14]([O:1][C:2]3[CH:7]=[CH:6][C:5]([C:8](=[O:11])[CH2:9][CH3:10])=[C:4]([CH3:12])[CH:3]=3)[C:19]=2[CH:20]=[CH:21]1, predict the reactants needed to synthesize it. The reactants are: [OH:1][C:2]1[CH:7]=[CH:6][C:5]([C:8](=[O:11])[CH2:9][CH3:10])=[C:4]([CH3:12])[CH:3]=1.Cl[C:14]1[C:19]2[CH:20]=[CH:21][O:22][C:18]=2[CH:17]=[CH:16][N:15]=1.C(=O)([O-])[O-].[K+].[K+]. (8) Given the product [Cl:21][CH2:22][C:23]([NH:13][CH2:2][CH2:3][C:4]1[CH:12]=[CH:11][C:10]2[O:9][CH2:8][O:7][C:6]=2[CH:5]=1)=[O:24], predict the reactants needed to synthesize it. The reactants are: Cl.[CH2:2]([NH2:13])[CH2:3][C:4]1[CH:12]=[CH:11][C:10]2[O:9][CH2:8][O:7][C:6]=2[CH:5]=1.C(N(CC)CC)C.[Cl:21][CH2:22][C:23](Cl)=[O:24]. (9) Given the product [C:12]([N:7]1[C:6]2[CH:15]=[C:2]([NH:1][C:17]3[N:22]=[C:21]([NH:23][C:24]4[C:33]([F:34])=[CH:32][C:31]([C:35]5[CH:36]=[N:37][N:38]([CH3:40])[CH:39]=5)=[CH:30][C:25]=4[C:26]([NH:28][CH3:29])=[O:27])[C:20]([Cl:41])=[CH:19][N:18]=3)[CH:3]=[CH:4][C:5]=2[O:11][CH2:10][CH2:9][CH2:8]1)(=[O:14])[CH3:13], predict the reactants needed to synthesize it. The reactants are: [NH2:1][C:2]1[CH:3]=[CH:4][C:5]2[O:11][CH2:10][CH2:9][CH2:8][N:7]([C:12](=[O:14])[CH3:13])[C:6]=2[CH:15]=1.Cl[C:17]1[N:22]=[C:21]([NH:23][C:24]2[C:33]([F:34])=[CH:32][C:31]([C:35]3[CH:36]=[N:37][N:38]([CH3:40])[CH:39]=3)=[CH:30][C:25]=2[C:26]([NH:28][CH3:29])=[O:27])[C:20]([Cl:41])=[CH:19][N:18]=1. (10) Given the product [NH2:19][C:15]1[N:16]=[CH:17][N:18]=[C:13]([N:7]2[C:6]3[CH:20]=[C:2]([C:29]#[C:28][C@:26]([C:22]4[S:21][CH:25]=[CH:24][N:23]=4)([OH:30])[CH3:27])[CH:3]=[CH:4][C:5]=3[N:9]=[C:8]2[CH2:10][O:11][CH3:12])[N:14]=1, predict the reactants needed to synthesize it. The reactants are: Br[C:2]1[CH:3]=[CH:4][C:5]2[N:9]=[C:8]([CH2:10][O:11][CH3:12])[N:7]([C:13]3[N:18]=[CH:17][N:16]=[C:15]([NH2:19])[N:14]=3)[C:6]=2[CH:20]=1.[S:21]1[CH:25]=[CH:24][N:23]=[C:22]1[C@:26]([OH:30])([C:28]#[CH:29])[CH3:27].